From a dataset of Reaction yield outcomes from USPTO patents with 853,638 reactions. Predict the reaction yield, written as a fraction of the theoretical maximum amount of product (1.0 means a 100% yield; for example, 0.34 means a 34% yield). The reactants are [O:1]1[CH2:5][CH2:4][O:3][CH:2]1[C:6]1[S:7][CH:8]=[CH:9][N:10]=1.[Li]CCCC.[C:16](=[O:18])=[O:17].Cl. The catalyst is C1COCC1. The product is [O:1]1[CH2:5][CH2:4][O:3][CH:2]1[C:6]1[S:7][C:8]([C:16]([OH:18])=[O:17])=[CH:9][N:10]=1. The yield is 0.870.